From a dataset of Catalyst prediction with 721,799 reactions and 888 catalyst types from USPTO. Predict which catalyst facilitates the given reaction. (1) Reactant: [CH:1]([C:3]1[CH:4]=[CH:5][C:6]([O:11][C@H:12]([CH3:15])[CH2:13][CH3:14])=[C:7]([CH:10]=1)[C:8]#[N:9])=[O:2].B1([O-])O[O:17]1.O.O.O.O.[Na+]. Product: [C:8]([C:7]1[CH:10]=[C:3]([CH:4]=[CH:5][C:6]=1[O:11][C@H:12]([CH3:15])[CH2:13][CH3:14])[C:1]([OH:17])=[O:2])#[N:9]. The catalyst class is: 15. (2) Reactant: C([O:4][C@H:5]1[CH2:22][CH2:21][C@@:20]2([CH3:23])[C@@H:7]([CH2:8][CH2:9][C@:10]3([CH3:41])[C@@H:19]2[CH2:18][CH2:17][C@H:16]2[C@@:11]3([CH3:40])[CH2:12][CH2:13][C@@:14]3([C:30]([N:32]4[CH2:37][CH2:36][N:35]([CH2:38][CH3:39])[CH2:34][CH2:33]4)=[O:31])[CH2:26][CH2:25][C@@H:24]([C:27]([CH3:29])=[CH2:28])[C@@H:15]32)[C:6]1([CH3:43])[CH3:42])(=O)C.C(=O)([O-])[O-].[K+].[K+]. Product: [CH2:38]([N:35]1[CH2:34][CH2:33][N:32]([C:30]([C@:14]23[CH2:26][CH2:25][C@@H:24]([C:27]([CH3:29])=[CH2:28])[C@@H:15]2[C@@H:16]2[C@@:11]([CH3:40])([CH2:12][CH2:13]3)[C@@:10]3([CH3:41])[C@@H:19]([C@:20]4([CH3:23])[C@@H:7]([CH2:8][CH2:9]3)[C:6]([CH3:42])([CH3:43])[C@@H:5]([OH:4])[CH2:22][CH2:21]4)[CH2:18][CH2:17]2)=[O:31])[CH2:37][CH2:36]1)[CH3:39]. The catalyst class is: 36.